Task: Predict the product of the given reaction.. Dataset: Forward reaction prediction with 1.9M reactions from USPTO patents (1976-2016) (1) Given the reactants [OH:1][CH2:2][C@@H:3]1[CH:7]([OH:8])[CH2:6][C@H:5]([C:9]2[N:14]=[C:13]3[NH:15][N:16]=[C:17]([I:18])[C:12]3=[C:11](C)[N:10]=2)[O:4]1.[OH-].[NH4+:21], predict the reaction product. The product is: [NH2:21][C:11]1[N:10]=[C:9]([C@@H:5]2[O:4][C@H:3]([CH2:2][OH:1])[CH:7]([OH:8])[CH2:6]2)[N:14]=[C:13]2[NH:15][N:16]=[C:17]([I:18])[C:12]=12. (2) Given the reactants FC(F)(F)C(O)=O.FC(F)(F)C(O)=O.[CH3:15][N:16]1[CH2:21][CH2:20][CH:19]([O:22][C:23]2[CH:28]=[CH:27][C:26]([C:29]3[C:37]4[C:32](=[CH:33][CH:34]=[C:35]([NH2:38])[CH:36]=4)[NH:31][N:30]=3)=[CH:25][CH:24]=2)[CH2:18][CH2:17]1.CCN(C(C)C)C(C)C.[CH2:48]([C:50]1[CH:55]=[CH:54][CH:53]=[C:52]([CH2:56][CH3:57])[C:51]=1[N:58]=[C:59]=[O:60])[CH3:49].C[O-].[Na+], predict the reaction product. The product is: [CH2:48]([C:50]1[CH:55]=[CH:54][CH:53]=[C:52]([CH2:56][CH3:57])[C:51]=1[NH:58][C:59]([NH:38][C:35]1[CH:36]=[C:37]2[C:32](=[CH:33][CH:34]=1)[NH:31][N:30]=[C:29]2[C:26]1[CH:27]=[CH:28][C:23]([O:22][CH:19]2[CH2:18][CH2:17][N:16]([CH3:15])[CH2:21][CH2:20]2)=[CH:24][CH:25]=1)=[O:60])[CH3:49]. (3) Given the reactants [Cl:1][C:2]1[CH:3]=[C:4](/[CH:8]=[CH:9]/[C:10]([N:12]2[CH2:18][CH2:17][C:16](=[O:19])[NH:15][CH2:14][CH2:13]2)=[O:11])[CH:5]=[CH:6][CH:7]=1.[H-].[Na+].[CH2:22]([O:24][C:25](=[O:28])[CH2:26]Br)[CH3:23].OS([O-])(=O)=O.[K+], predict the reaction product. The product is: [CH2:22]([O:24][C:25](=[O:28])[CH2:26][N:15]1[C:16](=[O:19])[CH2:17][CH2:18][N:12]([C:10](=[O:11])/[CH:9]=[CH:8]/[C:4]2[CH:5]=[CH:6][CH:7]=[C:2]([Cl:1])[CH:3]=2)[CH2:13][CH2:14]1)[CH3:23].